This data is from Reaction yield outcomes from USPTO patents with 853,638 reactions. The task is: Predict the reaction yield, written as a fraction of the theoretical maximum amount of product (1.0 means a 100% yield; for example, 0.34 means a 34% yield). (1) The reactants are FC(F)(F)S(OS(C(F)(F)F)(=O)=O)(=O)=O.[NH2:16][C:17](=O)[CH2:18][C:19]([CH3:26])([CH3:25])[CH2:20][C:21]([O:23][CH3:24])=[O:22].C(N(CC)CC)C.O. The product is [C:17]([CH2:18][C:19]([CH3:26])([CH3:25])[CH2:20][C:21]([O:23][CH3:24])=[O:22])#[N:16]. The yield is 0.690. The catalyst is C(Cl)Cl. (2) The reactants are [Br:1][C:2]1[CH:3]=[N:4][C:5]([C:8]([OH:10])=O)=[N:6][CH:7]=1.CN(C(ON1N=NC2C=CC=CC1=2)=[N+](C)C)C.[B-](F)(F)(F)F.CCN(C(C)C)C(C)C.[CH:42]1([CH2:45][N:46]2[CH2:51][CH2:50][NH:49][CH2:48][CH2:47]2)[CH2:44][CH2:43]1. The catalyst is CN(C=O)C. The product is [Br:1][C:2]1[CH:7]=[N:6][C:5]([C:8]([N:49]2[CH2:50][CH2:51][N:46]([CH2:45][CH:42]3[CH2:44][CH2:43]3)[CH2:47][CH2:48]2)=[O:10])=[N:4][CH:3]=1. The yield is 0.290.